Dataset: Catalyst prediction with 721,799 reactions and 888 catalyst types from USPTO. Task: Predict which catalyst facilitates the given reaction. Reactant: [CH3:1][CH:2]([CH3:17])[CH2:3][N:4]1[C:16]2[C:15]3[N:14]=[CH:13][CH:12]=[CH:11][C:10]=3[N:9]=[CH:8][C:7]=2[N:6]=[CH:5]1.ClC1C=C(C=CC=1)C(OO)=[O:23]. Product: [CH3:1][CH:2]([CH3:17])[CH2:3][N:4]1[C:16]2[C:15]3[N:14]=[CH:13][CH:12]=[CH:11][C:10]=3[N+:9]([O-:23])=[CH:8][C:7]=2[N:6]=[CH:5]1. The catalyst class is: 4.